This data is from Full USPTO retrosynthesis dataset with 1.9M reactions from patents (1976-2016). The task is: Predict the reactants needed to synthesize the given product. Given the product [F:43][C:2]([F:1])([F:42])[C:3]1[CH:4]=[C:5]([C@H:13]([N:15]([CH3:41])[C:16]([N:18]2[CH2:32][CH2:31][C@:21]3([NH:25][C@@H:24]([C:26]([O:28][CH3:29])=[O:27])[CH2:23][CH2:22]3)[CH2:20][C@@H:19]2[C:33]2[CH:38]=[CH:37][C:36]([F:39])=[CH:35][C:34]=2[CH3:40])=[O:17])[CH3:14])[CH:6]=[C:7]([C:9]([F:10])([F:11])[F:12])[CH:8]=1, predict the reactants needed to synthesize it. The reactants are: [F:1][C:2]([F:43])([F:42])[C:3]1[CH:4]=[C:5]([C@H:13]([N:15]([CH3:41])[C:16]([N:18]2[CH2:32][CH2:31][C:21]3([NH:25][C@@H:24]([C:26]([O:28][CH3:29])=[O:27])[CH2:23][CH:22]3I)[CH2:20][C@@H:19]2[C:33]2[CH:38]=[CH:37][C:36]([F:39])=[CH:35][C:34]=2[CH3:40])=[O:17])[CH3:14])[CH:6]=[C:7]([C:9]([F:12])([F:11])[F:10])[CH:8]=1.C(N(CC)CC)C.